From a dataset of Full USPTO retrosynthesis dataset with 1.9M reactions from patents (1976-2016). Predict the reactants needed to synthesize the given product. (1) Given the product [Cl:34][C:35]1[C:36]([C:37]([N:11]2[CH2:10][CH2:9][C:8]([C:4]3[CH:5]=[CH:6][CH:7]=[C:2]([F:1])[CH:3]=3)([CH2:14][CH2:15][N:16]3[C@H:21]4[CH2:22][CH2:23][C@@H:17]3[CH2:18][CH:19]([N:24]3[C:28]5[CH:29]=[CH:30][CH:31]=[CH:32][C:27]=5[N:26]=[C:25]3[CH3:33])[CH2:20]4)[CH2:13][CH2:12]2)=[O:38])=[CH:40][C:41]([S:45]([NH:48][CH3:49])(=[O:46])=[O:47])=[C:42]([F:44])[CH:43]=1, predict the reactants needed to synthesize it. The reactants are: [F:1][C:2]1[CH:3]=[C:4]([C:8]2([CH2:14][CH2:15][N:16]3[C@H:21]4[CH2:22][CH2:23][C@@H:17]3[CH2:18][CH:19]([N:24]3[C:28]5[CH:29]=[CH:30][CH:31]=[CH:32][C:27]=5[N:26]=[C:25]3[CH3:33])[CH2:20]4)[CH2:13][CH2:12][NH:11][CH2:10][CH2:9]2)[CH:5]=[CH:6][CH:7]=1.[Cl:34][C:35]1[CH:43]=[C:42]([F:44])[C:41]([S:45]([NH:48][CH3:49])(=[O:47])=[O:46])=[CH:40][C:36]=1[C:37](O)=[O:38]. (2) Given the product [C:8]([C:5]1[CH:6]=[CH:7][C:2]([C:13]#[N:14])=[C:3]([F:11])[CH:4]=1)(=[O:10])[CH3:9], predict the reactants needed to synthesize it. The reactants are: Br[C:2]1[CH:7]=[CH:6][C:5]([C:8](=[O:10])[CH3:9])=[CH:4][C:3]=1[F:11].O.[CH3:13][N:14](C)C=O. (3) The reactants are: [NH:1]1[CH2:4][CH:3]([O:5][C:6]2[CH:11]=[CH:10][C:9]([NH:12][C:13]3[N:18]=[C:17]([C:19]4[N:23]5[CH:24]=[CH:25][CH:26]=[CH:27][C:22]5=[N:21][CH:20]=4)[C:16]([Cl:28])=[CH:15][N:14]=3)=[C:8]([O:29][CH3:30])[CH:7]=2)[CH2:2]1.[CH3:31][C:32]1([CH3:35])[CH2:34][O:33]1. Given the product [Cl:28][C:16]1[C:17]([C:19]2[N:23]3[CH:24]=[CH:25][CH:26]=[CH:27][C:22]3=[N:21][CH:20]=2)=[N:18][C:13]([NH:12][C:9]2[CH:10]=[CH:11][C:6]([O:5][CH:3]3[CH2:2][N:1]([CH2:31][C:32]([CH3:35])([OH:33])[CH3:34])[CH2:4]3)=[CH:7][C:8]=2[O:29][CH3:30])=[N:14][CH:15]=1, predict the reactants needed to synthesize it.